This data is from Reaction yield outcomes from USPTO patents with 853,638 reactions. The task is: Predict the reaction yield, written as a fraction of the theoretical maximum amount of product (1.0 means a 100% yield; for example, 0.34 means a 34% yield). The product is [CH3:15][O:5][C:4](=[O:6])[C:3]1[CH:7]=[CH:8][CH:9]=[N:10][C:2]=1[Cl:1]. The yield is 0.860. The catalyst is O1CCOCC1. The reactants are [Cl:1][C:2]1[N:10]=[CH:9][CH:8]=[CH:7][C:3]=1[C:4]([OH:6])=[O:5].S(Cl)(Cl)=O.[CH2:15](N(CC)CC)C.